This data is from Full USPTO retrosynthesis dataset with 1.9M reactions from patents (1976-2016). The task is: Predict the reactants needed to synthesize the given product. Given the product [CH3:37][O:36][C:33]1[CH:34]=[CH:35][C:19]([C:17]([C:14]2[CH:15]=[N:16][C:11]([O:7][C:1]3[CH:6]=[CH:5][CH:4]=[CH:3][CH:2]=3)=[CH:12][CH:13]=2)=[O:18])=[C:20]([CH:32]=1)[O:21][C:22]([CH3:31])([CH3:30])[C:23]([O:25][C:26]([CH3:29])([CH3:28])[CH3:27])=[O:24], predict the reactants needed to synthesize it. The reactants are: [C:1]1([OH:7])[CH:6]=[CH:5][CH:4]=[CH:3][CH:2]=1.[H-].[Na+].Cl[C:11]1[N:16]=[CH:15][C:14]([C:17]([C:19]2[CH:35]=[CH:34][C:33]([O:36][CH3:37])=[CH:32][C:20]=2[O:21][C:22]([CH3:31])([CH3:30])[C:23]([O:25][C:26]([CH3:29])([CH3:28])[CH3:27])=[O:24])=[O:18])=[CH:13][CH:12]=1.[Cl-].[NH4+].